Dataset: Forward reaction prediction with 1.9M reactions from USPTO patents (1976-2016). Task: Predict the product of the given reaction. Given the reactants [C:1]([O:4][C@@H:5]1[C@@H:10]([O:11][C:12](=[O:14])[CH3:13])[C@H:9]([O:15][C:16](=[O:18])[CH3:17])[C@@H:8]([O:19]/[C:20](/[C:29]([O:31][CH2:32][CH3:33])=[O:30])=[CH:21]\[C:22]2[CH:27]=[CH:26][CH:25]=[CH:24][C:23]=2F)[O:7][C@H:6]1[CH2:34][O:35][C:36](=[O:38])[CH3:37])(=[O:3])[CH3:2].[Br:39]C1C=C(CC(=O)C(OCC)=O)C=CC=1.[H-].[Na+].[Br-].C(O[C@@H]1[C@@H](OC(=O)C)[C@H](OC(=O)C)[C@@H](COC(=O)C)O[C@@H]1O)(=O)C, predict the reaction product. The product is: [C:1]([O:4][C@@H:5]1[C@@H:10]([O:11][C:12](=[O:14])[CH3:13])[C@H:9]([O:15][C:16](=[O:18])[CH3:17])[C@@H:8]([O:19]/[C:20](/[C:29]([O:31][CH2:32][CH3:33])=[O:30])=[CH:21]\[C:22]2[CH:27]=[CH:26][CH:25]=[C:24]([Br:39])[CH:23]=2)[O:7][C@H:6]1[CH2:34][O:35][C:36](=[O:38])[CH3:37])(=[O:3])[CH3:2].